From a dataset of Reaction yield outcomes from USPTO patents with 853,638 reactions. Predict the reaction yield, written as a fraction of the theoretical maximum amount of product (1.0 means a 100% yield; for example, 0.34 means a 34% yield). (1) The reactants are [Cl:1][C:2]1[CH:7]=[C:6]([Cl:8])[CH:5]=[CH:4][C:3]=1[CH2:9][C:10]([OH:12])=O.Cl.C(N=C=NCCCN(C)C)C.O.ON1C2C=CC=CC=2N=N1.C(N(CC)C(C)C)(C)C.[C:45]([O:49][C:50]([N:52]1[CH2:57][CH2:56][C:55]([NH2:60])([C:58]#[N:59])[CH2:54][CH2:53]1)=[O:51])([CH3:48])([CH3:47])[CH3:46]. The catalyst is CN(C=O)C.O. The product is [C:45]([O:49][C:50]([N:52]1[CH2:53][CH2:54][C:55]([C:58]#[N:59])([NH:60][C:10](=[O:12])[CH2:9][C:3]2[CH:4]=[CH:5][C:6]([Cl:8])=[CH:7][C:2]=2[Cl:1])[CH2:56][CH2:57]1)=[O:51])([CH3:48])([CH3:46])[CH3:47]. The yield is 0.780. (2) The reactants are [CH3:1][O:2][C:3]1[CH:4]=[C:5]([NH:9][C:10](=O)[CH2:11][O:12][C:13]2[CH:18]=[CH:17][C:16]([O:19][C:20]3[C:29]4[C:24](=[CH:25][C:26]([O:32][CH3:33])=[C:27]([O:30][CH3:31])[CH:28]=4)[N:23]=[CH:22][CH:21]=3)=[CH:15][CH:14]=2)[CH:6]=[CH:7][CH:8]=1.Cl.[OH-].[Na+]. The catalyst is O1CCCC1. The product is [CH3:31][O:30][C:27]1[CH:28]=[C:29]2[C:24](=[CH:25][C:26]=1[O:32][CH3:33])[N:23]=[CH:22][CH:21]=[C:20]2[O:19][C:16]1[CH:15]=[CH:14][C:13]([O:12][CH2:11][CH2:10][NH:9][C:5]2[CH:6]=[CH:7][CH:8]=[C:3]([O:2][CH3:1])[CH:4]=2)=[CH:18][CH:17]=1. The yield is 0.590. (3) The reactants are [C:1]1([C:7]2[CH:12]=[C:11]([C:13]3[CH:18]=[CH:17][CH:16]=[CH:15][CH:14]=3)[N:10]=[C:9]([O:19][CH2:20][CH2:21][CH2:22][CH2:23][C:24]([CH3:42])([CH3:41])[C:25]([NH:27][CH:28]([CH2:33][C:34]3[CH:39]=[CH:38][C:37]([OH:40])=[CH:36][CH:35]=3)[C:29]([O:31]C)=[O:30])=[O:26])[CH:8]=2)[CH:6]=[CH:5][CH:4]=[CH:3][CH:2]=1.O.[OH-].[Li+]. The catalyst is O1CCCC1.O. The product is [C:1]1([C:7]2[CH:12]=[C:11]([C:13]3[CH:14]=[CH:15][CH:16]=[CH:17][CH:18]=3)[N:10]=[C:9]([O:19][CH2:20][CH2:21][CH2:22][CH2:23][C:24]([CH3:42])([CH3:41])[C:25]([NH:27][CH:28]([CH2:33][C:34]3[CH:39]=[CH:38][C:37]([OH:40])=[CH:36][CH:35]=3)[C:29]([OH:31])=[O:30])=[O:26])[CH:8]=2)[CH:6]=[CH:5][CH:4]=[CH:3][CH:2]=1. The yield is 0.950. (4) The reactants are [C:1]([C:3]1[CH:4]=[N:5][CH:6]=[C:7]([C:9]2[CH:14]=[CH:13][CH:12]=[CH:11][N:10]=2)[CH:8]=1)#[N:2].Cl. The catalyst is C(O)C.CO.[Pd]. The product is [NH2:2][CH2:1][C:3]1[CH:4]=[N:5][CH:6]=[C:7]([C:9]2[CH:14]=[CH:13][CH:12]=[CH:11][N:10]=2)[CH:8]=1. The yield is 0.660. (5) The reactants are C([O:3][C:4](=[O:26])[CH2:5][O:6][C:7]1[CH:12]=[C:11]([Cl:13])[CH:10]=[CH:9][C:8]=1[C:14](=[O:25])[NH:15][CH2:16][C:17]1[CH:22]=[CH:21][C:20]([Br:23])=[CH:19][C:18]=1[F:24])C.[OH-].[Na+].Cl. The catalyst is C(O)C.C(OCC)(=O)C. The product is [Br:23][C:20]1[CH:21]=[CH:22][C:17]([CH2:16][NH:15][C:14]([C:8]2[CH:9]=[CH:10][C:11]([Cl:13])=[CH:12][C:7]=2[O:6][CH2:5][C:4]([OH:26])=[O:3])=[O:25])=[C:18]([F:24])[CH:19]=1. The yield is 0.970. (6) The reactants are [CH:1]([O:4][C:5](=[O:29])[NH:6][C:7]1[CH:12]=[CH:11][C:10]([C:13]2[N:14]([CH:25]3[CH2:28][CH2:27][CH2:26]3)[C:15]3[C:20]([C:21]=2[C:22]#[N:23])=[CH:19][CH:18]=[C:17]([OH:24])[CH:16]=3)=[CH:9][CH:8]=1)([CH3:3])[CH3:2].C([O-])([O-])=O.[K+].[K+].CC1(C)[O:41][CH:40]([CH2:42][CH2:43]OS(C2C=CC([N+]([O-])=O)=CC=2)(=O)=O)[CH2:39][O:38]1.O. The catalyst is CN(C=O)C. The product is [CH:1]([O:4][C:5](=[O:29])[NH:6][C:7]1[CH:8]=[CH:9][C:10]([C:13]2[N:14]([CH:25]3[CH2:28][CH2:27][CH2:26]3)[C:15]3[C:20]([C:21]=2[C:22]#[N:23])=[CH:19][CH:18]=[C:17]([O:24][CH2:43][CH2:42][CH:40]([OH:41])[CH2:39][OH:38])[CH:16]=3)=[CH:11][CH:12]=1)([CH3:3])[CH3:2]. The yield is 0.840. (7) The reactants are ClC1[CH:3]=[CH:4][C:5]([S:23][S:23][C:5]2[CH:4]=[CH:3]C(Cl)=[CH:7][C:6]=2[NH:8][S:9]([C:12]2[CH:17]=[CH:16][C:15]([Cl:18])=[C:14]([C:19]([F:22])([F:21])[F:20])[CH:13]=2)(=[O:11])=[O:10])=[C:6]([NH:8][S:9]([C:12]2[CH:17]=[CH:16][C:15]([Cl:18])=[C:14]([C:19]([F:22])([F:21])[F:20])[CH:13]=2)(=[O:11])=[O:10])[CH:7]=1.C([O-])(O)=O.[Na+].[C:52]1(P(C2C=CC=CC=2)C2C=CC=CC=2)C=CC=C[CH:53]=1.C(I)C.[CH2:74]([Cl:76])Cl. The catalyst is CCOC(C)=O. The product is [Cl:18][C:15]1[CH:16]=[CH:17][C:12]([S:9]([NH:8][C:6]2[CH:7]=[C:74]([Cl:76])[CH:3]=[CH:4][C:5]=2[S:23][CH2:52][CH3:53])(=[O:11])=[O:10])=[CH:13][C:14]=1[C:19]([F:21])([F:22])[F:20]. The yield is 0.590. (8) The product is [NH2:34][C:16]1[C:17]([NH:19][C:20]2[CH:21]=[C:22]([NH:26][C:27](=[O:33])[O:28][C:29]([CH3:31])([CH3:30])[CH3:32])[CH:23]=[CH:24][CH:25]=2)=[N:18][C:13]([NH:12][C:9]2[CH:10]=[CH:11][C:6]([O:5][CH2:4][CH2:3][O:2][CH3:1])=[CH:7][CH:8]=2)=[N:14][CH:15]=1. The reactants are [CH3:1][O:2][CH2:3][CH2:4][O:5][C:6]1[CH:11]=[CH:10][C:9]([NH:12][C:13]2[N:18]=[C:17]([NH:19][C:20]3[CH:21]=[C:22]([NH:26][C:27](=[O:33])[O:28][C:29]([CH3:32])([CH3:31])[CH3:30])[CH:23]=[CH:24][CH:25]=3)[C:16]([N+:34]([O-])=O)=[CH:15][N:14]=2)=[CH:8][CH:7]=1.[NH4+].[Cl-]. The yield is 0.770. The catalyst is C1COCC1.CO.O.[Fe].